This data is from NCI-60 drug combinations with 297,098 pairs across 59 cell lines. The task is: Regression. Given two drug SMILES strings and cell line genomic features, predict the synergy score measuring deviation from expected non-interaction effect. (1) Drug 1: CCC1=CC2CC(C3=C(CN(C2)C1)C4=CC=CC=C4N3)(C5=C(C=C6C(=C5)C78CCN9C7C(C=CC9)(C(C(C8N6C)(C(=O)OC)O)OC(=O)C)CC)OC)C(=O)OC.C(C(C(=O)O)O)(C(=O)O)O. Drug 2: CC1CCC2CC(C(=CC=CC=CC(CC(C(=O)C(C(C(=CC(C(=O)CC(OC(=O)C3CCCCN3C(=O)C(=O)C1(O2)O)C(C)CC4CCC(C(C4)OC)O)C)C)O)OC)C)C)C)OC. Cell line: MALME-3M. Synergy scores: CSS=54.0, Synergy_ZIP=4.99, Synergy_Bliss=4.63, Synergy_Loewe=11.5, Synergy_HSA=12.8. (2) Drug 1: C1CCN(CC1)CCOC2=CC=C(C=C2)C(=O)C3=C(SC4=C3C=CC(=C4)O)C5=CC=C(C=C5)O. Drug 2: C1=CC(=CC=C1C#N)C(C2=CC=C(C=C2)C#N)N3C=NC=N3. Cell line: RXF 393. Synergy scores: CSS=1.15, Synergy_ZIP=-0.932, Synergy_Bliss=-1.10, Synergy_Loewe=-1.70, Synergy_HSA=-1.38. (3) Drug 1: C1CC(C1)(C(=O)O)C(=O)O.[NH2-].[NH2-].[Pt+2]. Drug 2: C1=NNC2=C1C(=O)NC=N2. Cell line: SW-620. Synergy scores: CSS=-0.363, Synergy_ZIP=2.88, Synergy_Bliss=5.53, Synergy_Loewe=0.174, Synergy_HSA=1.44. (4) Drug 2: C1=CN(C=N1)CC(O)(P(=O)(O)O)P(=O)(O)O. Cell line: NCIH23. Synergy scores: CSS=35.6, Synergy_ZIP=2.10, Synergy_Bliss=0.754, Synergy_Loewe=-20.1, Synergy_HSA=-1.06. Drug 1: C1=CN(C(=O)N=C1N)C2C(C(C(O2)CO)O)O.Cl. (5) Drug 1: C1=CC=C(C(=C1)C(C2=CC=C(C=C2)Cl)C(Cl)Cl)Cl. Drug 2: C1CN(P(=O)(OC1)NCCCl)CCCl. Cell line: UACC-257. Synergy scores: CSS=2.07, Synergy_ZIP=-0.718, Synergy_Bliss=0.0654, Synergy_Loewe=1.25, Synergy_HSA=0.324. (6) Drug 1: CC1C(C(CC(O1)OC2CC(CC3=C2C(=C4C(=C3O)C(=O)C5=C(C4=O)C(=CC=C5)OC)O)(C(=O)C)O)N)O.Cl. Drug 2: C(=O)(N)NO. Cell line: OVCAR-5. Synergy scores: CSS=13.0, Synergy_ZIP=-4.07, Synergy_Bliss=-0.616, Synergy_Loewe=-15.3, Synergy_HSA=-3.02. (7) Drug 1: CC1=CC2C(CCC3(C2CCC3(C(=O)C)OC(=O)C)C)C4(C1=CC(=O)CC4)C. Drug 2: B(C(CC(C)C)NC(=O)C(CC1=CC=CC=C1)NC(=O)C2=NC=CN=C2)(O)O. Cell line: U251. Synergy scores: CSS=20.5, Synergy_ZIP=6.57, Synergy_Bliss=11.7, Synergy_Loewe=19.1, Synergy_HSA=13.0.